Dataset: Catalyst prediction with 721,799 reactions and 888 catalyst types from USPTO. Task: Predict which catalyst facilitates the given reaction. (1) Reactant: [CH2:1]([NH:4][C:5]1[CH2:9][S:8][C:7](=[O:10])[N:6]=1)[CH2:2][CH3:3].[F:11][C:12]([F:33])([F:32])[C:13]1[CH:27]=[C:26]([C:28]([F:31])([F:30])[F:29])[CH:25]=[CH:24][C:14]=1[CH2:15][N:16]1[CH2:21][CH2:20][CH:19]([CH:22]=O)[CH2:18][CH2:17]1.C([O-])(=O)C.[NH2+]1CCCCC1. Product: [F:33][C:12]([F:11])([F:32])[C:13]1[CH:27]=[C:26]([C:28]([F:31])([F:30])[F:29])[CH:25]=[CH:24][C:14]=1[CH2:15][N:16]1[CH2:21][CH2:20][CH:19](/[CH:22]=[C:9]2/[C:5]([NH:4][CH2:1][CH2:2][CH3:3])=[N:6][C:7](=[O:10])[S:8]/2)[CH2:18][CH2:17]1. The catalyst class is: 41. (2) Reactant: [CH2:1]([N:8]1[CH2:13][CH2:12][NH:11][CH:10]([CH2:14][C:15]([O:17]C)=[O:16])[CH2:9]1)[C:2]1[CH:7]=[CH:6][CH:5]=[CH:4][CH:3]=1.F[C:20]1[CH:25]=[C:24]([O:26][CH3:27])[CH:23]=[CH:22][C:21]=1[N+:28]([O-:30])=[O:29].C(=O)([O-])[O-].[K+].[K+].C1OCCOCCOCCOCCOCCOC1. Product: [CH2:1]([N:8]1[CH2:13][CH2:12][N:11]([C:20]2[CH:25]=[C:24]([O:26][CH3:27])[CH:23]=[CH:22][C:21]=2[N+:28]([O-:30])=[O:29])[CH:10]([CH2:14][C:15]([OH:17])=[O:16])[CH2:9]1)[C:2]1[CH:3]=[CH:4][CH:5]=[CH:6][CH:7]=1. The catalyst class is: 47. (3) Reactant: C([Mg]Cl)(C)C.[CH:6]1([NH2:9])[CH2:8][CH2:7]1.C[O:11][C:12](=O)[C:13]1[CH:18]=[C:17]([N:19]2[CH:24]=[CH:23][N:22]=[C:21]([NH:25][C:26]3([C:29]4[CH:34]=[CH:33][CH:32]=[CH:31][C:30]=4[OH:35])[CH2:28][CH2:27]3)[C:20]2=[O:36])[C:16]([CH3:37])=[C:15]([F:38])[CH:14]=1.Cl. Product: [CH:6]1([NH:9][C:12](=[O:11])[C:13]2[CH:18]=[C:17]([N:19]3[CH:24]=[CH:23][N:22]=[C:21]([NH:25][C:26]4([C:29]5[CH:34]=[CH:33][CH:32]=[CH:31][C:30]=5[OH:35])[CH2:28][CH2:27]4)[C:20]3=[O:36])[C:16]([CH3:37])=[C:15]([F:38])[CH:14]=2)[CH2:8][CH2:7]1. The catalyst class is: 20. (4) Reactant: CC1(C)C(C)(C)OB([C:9]2[CH:10]=[N:11][NH:12][CH:13]=2)O1.Br[C:16]1[CH:21]=[C:20]([O:22][CH3:23])[C:19]([C:24]2[S:28][C:27]([N:29]([CH3:40])[CH:30]3[CH2:35][C:34]([CH3:37])([CH3:36])[NH:33][C:32]([CH3:39])([CH3:38])[CH2:31]3)=[N:26][N:25]=2)=[C:18]([F:41])[CH:17]=1.C([O-])(O)=O.[Na+]. Product: [F:41][C:18]1[CH:17]=[C:16]([C:9]2[CH:13]=[N:12][NH:11][CH:10]=2)[CH:21]=[C:20]([O:22][CH3:23])[C:19]=1[C:24]1[S:28][C:27]([N:29]([CH3:40])[CH:30]2[CH2:35][C:34]([CH3:36])([CH3:37])[NH:33][C:32]([CH3:39])([CH3:38])[CH2:31]2)=[N:26][N:25]=1. The catalyst class is: 70. (5) Reactant: [Cl:1][C:2]1[CH:7]=[C:6]([N+:8]([O-])=O)[CH:5]=[C:4]([Cl:11])[C:3]=1[C:12]1[CH:17]=[CH:16][C:15]([O:18][CH2:19][CH2:20][CH2:21][C:22]#[N:23])=[CH:14][CH:13]=1.[Cl-].[NH4+].O. Product: [NH2:8][C:6]1[CH:5]=[C:4]([Cl:11])[C:3]([C:12]2[CH:13]=[CH:14][C:15]([O:18][CH2:19][CH2:20][CH2:21][C:22]#[N:23])=[CH:16][CH:17]=2)=[C:2]([Cl:1])[CH:7]=1. The catalyst class is: 415. (6) Reactant: Br[CH2:2][CH2:3][N:4]1[C:29](=[O:30])[N:7]2[CH:8]([C:22]3[CH:27]=[CH:26][CH:25]=[C:24]([OH:28])[CH:23]=3)[C:9]3[NH:10][C:11]4[C:16]([C:17]=3[CH2:18][C:6]2([CH3:31])[C:5]1=[O:32])=[CH:15][C:14]([O:19][CH2:20][CH3:21])=[CH:13][CH:12]=4.[CH3:33][NH2:34]. Product: [CH2:20]([O:19][C:14]1[CH:15]=[C:16]2[C:11](=[CH:12][CH:13]=1)[NH:10][C:9]1[CH:8]([C:22]3[CH:27]=[CH:26][CH:25]=[C:24]([OH:28])[CH:23]=3)[N:7]3[C:29](=[O:30])[N:4]([CH2:3][CH2:2][NH:34][CH3:33])[C:5](=[O:32])[C:6]3([CH3:31])[CH2:18][C:17]2=1)[CH3:21]. The catalyst class is: 7.